This data is from Forward reaction prediction with 1.9M reactions from USPTO patents (1976-2016). The task is: Predict the product of the given reaction. (1) Given the reactants [O:1]1[C:5]2[CH:6]=[CH:7][C:8]([C:10]3[CH:15]=[CH:14][C:13]([C:16]4[N:21]=[C:20]([O:22][CH2:23][CH2:24][CH2:25][CH2:26][CH2:27][O:28][C:29]5[CH:34]=[CH:33][CH:32]=[CH:31][C:30]=5[CH2:35][CH:36]([NH:41][C:42]([O:44][C:45]([CH3:48])([CH3:47])[CH3:46])=[O:43])[C:37]([O:39]C)=[O:38])[CH:19]=[CH:18][CH:17]=4)=[CH:12][CH:11]=3)=[CH:9][C:4]=2[O:3][CH2:2]1.O.[OH-].[Li+], predict the reaction product. The product is: [O:1]1[C:5]2[CH:6]=[CH:7][C:8]([C:10]3[CH:11]=[CH:12][C:13]([C:16]4[N:21]=[C:20]([O:22][CH2:23][CH2:24][CH2:25][CH2:26][CH2:27][O:28][C:29]5[CH:34]=[CH:33][CH:32]=[CH:31][C:30]=5[CH2:35][CH:36]([NH:41][C:42]([O:44][C:45]([CH3:48])([CH3:47])[CH3:46])=[O:43])[C:37]([OH:39])=[O:38])[CH:19]=[CH:18][CH:17]=4)=[CH:14][CH:15]=3)=[CH:9][C:4]=2[O:3][CH2:2]1. (2) Given the reactants [CH3:1][O:2][C:3]([C@@H:5]1[CH2:9][C@H:8]([NH2:10])[CH2:7][N:6]1[C:11](=[O:36])[N:12]([CH2:31][CH2:32][CH2:33][CH2:34][CH3:35])[CH2:13][C:14]1[CH:19]=[CH:18][C:17]([C:20]2[CH:25]=[CH:24][CH:23]=[CH:22][C:21]=2[C:26]2[NH:30][N:29]=[N:28][N:27]=2)=[CH:16][CH:15]=1)=[O:4].[CH3:37][C:38]([CH3:54])([CH3:53])[C:39]([O:41][NH:42][C:43]([CH:45]([CH2:49][CH:50]([CH3:52])[CH3:51])[C:46](O)=[O:47])=[O:44])=[O:40].CCN(C(C)C)C(C)C.CN(C(ON1N=NC2C=CC=NC1=2)=[N+](C)C)C.F[P-](F)(F)(F)(F)F, predict the reaction product. The product is: [CH3:1][O:2][C:3]([C@@H:5]1[CH2:9][C@H:8]([NH:10][C:46](=[O:47])[CH:45]([C:43](=[O:44])[NH:42][O:41][C:39](=[O:40])[C:38]([CH3:53])([CH3:37])[CH3:54])[CH2:49][CH:50]([CH3:52])[CH3:51])[CH2:7][N:6]1[C:11](=[O:36])[N:12]([CH2:31][CH2:32][CH2:33][CH2:34][CH3:35])[CH2:13][C:14]1[CH:19]=[CH:18][C:17]([C:20]2[CH:25]=[CH:24][CH:23]=[CH:22][C:21]=2[C:26]2[NH:30][N:29]=[N:28][N:27]=2)=[CH:16][CH:15]=1)=[O:4]. (3) Given the reactants [CH2:1]([C:3]([C:22]1[CH:27]=[CH:26][C:25]([OH:28])=[C:24]([CH3:29])[CH:23]=1)([C:6]1[CH:11]=[CH:10][C:9]([CH:12]([CH3:20])[CH2:13][C:14]([CH2:18][CH3:19])([OH:17])[CH2:15][CH3:16])=[C:8]([CH3:21])[CH:7]=1)[CH2:4][CH3:5])[CH3:2].C([O-])([O-])=O.[K+].[K+].C1(C)C(S([CH2:45][C@H:46]2[O:50][C:49](=[O:51])[CH2:48][CH2:47]2)(=O)=O)=CC=CC=1.C([O-])(O)=O.[Na+], predict the reaction product. The product is: [CH2:1]([C:3]([C:22]1[CH:27]=[CH:26][C:25]([O:28][CH2:45][C@H:46]2[O:50][C:49](=[O:51])[CH2:48][CH2:47]2)=[C:24]([CH3:29])[CH:23]=1)([C:6]1[CH:11]=[CH:10][C:9]([CH:12]([CH3:20])[CH2:13][C:14]([CH2:15][CH3:16])([OH:17])[CH2:18][CH3:19])=[C:8]([CH3:21])[CH:7]=1)[CH2:4][CH3:5])[CH3:2]. (4) Given the reactants CO.[OH-].[K+].Cl.C[O:7][C:8]([CH:10]1[CH2:15][CH2:14][CH:13]([CH2:16][O:17][C:18]2[CH:23]=[CH:22][C:21]([CH:24]=[C:25]3[S:29][C:28](=[O:30])[NH:27][C:26]3=[O:31])=[CH:20][CH:19]=2)[CH2:12][CH2:11]1)=[O:9], predict the reaction product. The product is: [O:30]=[C:28]1[NH:27][C:26](=[O:31])/[C:25](=[CH:24]/[C:21]2[CH:22]=[CH:23][C:18]([O:17][CH2:16][CH:13]3[CH2:12][CH2:11][CH:10]([C:8]([OH:9])=[O:7])[CH2:15][CH2:14]3)=[CH:19][CH:20]=2)/[S:29]1. (5) Given the reactants Br[C:2]1[S:6][C:5]([NH:7][C:8]([NH:10][C:11]2[CH:16]=[CH:15][C:14]([CH3:17])=[CH:13][C:12]=2[C:18]([CH:20]2[CH2:24][CH2:23][CH2:22][CH2:21]2)=[O:19])=[O:9])=[N:4][CH:3]=1.[CH3:25][N:26]([CH3:30])[CH2:27][CH2:28][SH:29], predict the reaction product. The product is: [CH:20]1([C:18]([C:12]2[CH:13]=[C:14]([CH3:17])[CH:15]=[CH:16][C:11]=2[NH:10][C:8]([NH:7][C:5]2[S:6][C:2]([S:29][CH2:28][CH2:27][N:26]([CH3:30])[CH3:25])=[CH:3][N:4]=2)=[O:9])=[O:19])[CH2:24][CH2:23][CH2:22][CH2:21]1. (6) Given the reactants Cl[CH:2]([CH2:12][S:13]([F:18])([F:17])([F:16])([F:15])[F:14])[CH2:3][CH2:4][CH2:5][CH2:6][CH2:7][S:8]([OH:11])(=[O:10])=[O:9].[OH-].[Na+:20], predict the reaction product. The product is: [F:18][S:13]([F:14])([F:15])([F:16])([F:17])[CH:12]=[CH:2][CH2:3][CH2:4][CH2:5][CH2:6][CH2:7][S:8]([O-:11])(=[O:9])=[O:10].[Na+:20]. (7) Given the reactants [NH3:1].[F:2][C:3]1[C:11]([O:12][CH3:13])=[CH:10][CH:9]=[C:8]([I:14])[C:4]=1[C:5](Cl)=[O:6], predict the reaction product. The product is: [F:2][C:3]1[C:11]([O:12][CH3:13])=[CH:10][CH:9]=[C:8]([I:14])[C:4]=1[C:5]([NH2:1])=[O:6].